The task is: Predict the reactants needed to synthesize the given product.. This data is from Full USPTO retrosynthesis dataset with 1.9M reactions from patents (1976-2016). Given the product [Cl:11][C:12]1[S:15][N:9]=[C:8]([C:5]2[CH:6]=[CH:7][N:2]=[CH:3][CH:4]=2)[N:10]=1, predict the reactants needed to synthesize it. The reactants are: Cl.[N:2]1[CH:7]=[CH:6][C:5]([C:8](=[NH:10])[NH2:9])=[CH:4][CH:3]=1.[Cl:11][C:12]([SH:15])(Cl)Cl.[OH-].[Na+].